Dataset: Retrosynthesis with 50K atom-mapped reactions and 10 reaction types from USPTO. Task: Predict the reactants needed to synthesize the given product. (1) Given the product COCCOc1cccc([N+](=O)[O-])c1, predict the reactants needed to synthesize it. The reactants are: COCCBr.O=[N+]([O-])c1cccc(O)c1. (2) Given the product Cc1ccc(NC(=O)c2cccc(N3CCOCC3)c2)cc1NC(=O)c1cccs1, predict the reactants needed to synthesize it. The reactants are: Cc1ccc(NC(=O)c2cccc(N3CCOCC3)c2)cc1N.O=C(Cl)c1cccs1. (3) Given the product CC(C#N)n1cncn1, predict the reactants needed to synthesize it. The reactants are: CC(Cl)C#N.c1nc[nH]n1. (4) Given the product CC(=O)OCc1cc2c(c3c1CCC3)C(=O)c1ccccc1C2=O, predict the reactants needed to synthesize it. The reactants are: CC(=O)[O-].O=C1c2ccccc2C(=O)c2c1cc(CBr)c1c2CCC1. (5) Given the product CS(=O)(=O)N1CCN(Cc2ccc(O)cc2)CC1, predict the reactants needed to synthesize it. The reactants are: CS(=O)(=O)N1CCNCC1.O=Cc1ccc(O)cc1. (6) Given the product O=C(Nc1ccc(-c2cncc3sc(-c4nn[nH]n4)cc23)cc1)c1cccc(C(F)(F)F)c1, predict the reactants needed to synthesize it. The reactants are: Nc1ccc(-c2cncc3sc(-c4nn[nH]n4)cc23)cc1.O=C(Cl)c1cccc(C(F)(F)F)c1. (7) Given the product Nc1nc2ccccc2c2c1nc1n2[C@@H](CO)COC1, predict the reactants needed to synthesize it. The reactants are: Nc1nc2ccccc2c2c1nc1n2[C@@H](COCc2ccccc2)COC1. (8) Given the product CCCSc1sc(C(=O)OCC)c2c1-c1nc(-c3ccccc3)sc1CC2, predict the reactants needed to synthesize it. The reactants are: CCCSc1sc(C(=O)OCC)c2c1C(=O)C(Br)CC2.NC(=S)c1ccccc1. (9) Given the product CC(C)(C)c1cc(SCCCCOc2ccc3c(c2)C(C)(C)OC(=O)N3)cc(C(C)(C)C)c1O, predict the reactants needed to synthesize it. The reactants are: CC(C)(C)c1cc(S)cc(C(C)(C)C)c1O.CC1(C)OC(=O)Nc2ccc(OCCCCCl)cc21.